Dataset: Catalyst prediction with 721,799 reactions and 888 catalyst types from USPTO. Task: Predict which catalyst facilitates the given reaction. (1) Reactant: [CH3:1][C:2]([CH3:39])([C:6](=[O:38])[C:7]1[C:15]2[C:10](=[N:11][CH:12]=[C:13]([C:16]3[CH:21]=[C:20]([O:22][CH3:23])[C:19]([O:24][CH3:25])=[C:18]([O:26][CH3:27])[CH:17]=3)[N:14]=2)[N:9]([Si](C(C)C)(C(C)C)C(C)C)[CH:8]=1)[CH2:3][C:4]#[N:5].FC(F)(F)C(O)=O. Product: [CH3:1][C:2]([CH3:39])([C:6](=[O:38])[C:7]1[C:15]2[C:10](=[N:11][CH:12]=[C:13]([C:16]3[CH:17]=[C:18]([O:26][CH3:27])[C:19]([O:24][CH3:25])=[C:20]([O:22][CH3:23])[CH:21]=3)[N:14]=2)[NH:9][CH:8]=1)[CH2:3][C:4]#[N:5]. The catalyst class is: 4. (2) Reactant: [NH2:1][C:2]1[C:3]([NH:13][CH2:14][CH2:15][CH2:16][OH:17])=[C:4]([CH:9]=[CH:10][C:11]=1[Cl:12])[C:5]([O:7][CH3:8])=[O:6].[N:18]([C:21]1[C:22]([CH3:30])=[N:23][C:24]([O:28][CH3:29])=[N:25][C:26]=1[CH3:27])=[C:19]=[S:20]. Product: [Cl:12][C:11]1[CH:10]=[CH:9][C:4]([C:5]([O:7][CH3:8])=[O:6])=[C:3]([NH:13][CH2:14][CH2:15][CH2:16][OH:17])[C:2]=1[NH:1][C:19](=[S:20])[NH:18][C:21]1[C:26]([CH3:27])=[N:25][C:24]([O:28][CH3:29])=[N:23][C:22]=1[CH3:30]. The catalyst class is: 7. (3) Reactant: [NH2:1][C:2]1[CH:7]=[CH:6][C:5]([OH:8])=[CH:4][C:3]=1[CH2:9][NH:10][CH:11]1[CH2:16][CH2:15][N:14]([CH2:17][C:18]2[CH:23]=[CH:22][CH:21]=[CH:20][CH:19]=2)[CH2:13][CH2:12]1.[C:24](C1NC=CN=1)(C1NC=CN=1)=[O:25]. Product: [CH2:17]([N:14]1[CH2:13][CH2:12][CH:11]([N:10]2[CH2:9][C:3]3[C:2](=[CH:7][CH:6]=[C:5]([OH:8])[CH:4]=3)[NH:1][C:24]2=[O:25])[CH2:16][CH2:15]1)[C:18]1[CH:19]=[CH:20][CH:21]=[CH:22][CH:23]=1. The catalyst class is: 7. (4) Reactant: [CH3:1][C:2](=[O:7])[CH2:3][C:4](=[O:6])[CH3:5].[CH2:8]1[O:18][C:17]2[CH:16]=[CH:15][C:12]([CH:13]=O)=[CH:11][C:10]=2[O:9]1.N1CCCCC1.CC(O)=O. Product: [CH2:8]1[O:18][C:17]2[CH:16]=[CH:15][C:12]([CH:13]=[C:3]([C:2](=[O:7])[CH3:1])[C:4](=[O:6])[CH3:5])=[CH:11][C:10]=2[O:9]1. The catalyst class is: 32. (5) Reactant: Br[CH2:2][CH2:3][C:4]([NH:6][C:7]1[CH:12]=[CH:11][C:10]([Cl:13])=[CH:9][CH:8]=1)=[O:5].[F:14][C:15]([F:29])([F:28])[C:16]1[CH:17]=[C:18]([CH:21]=[C:22]([C:24]([F:27])([F:26])[F:25])[CH:23]=1)[CH2:19][NH2:20].[OH-].[Na+]. Product: [F:14][C:15]([F:28])([F:29])[C:16]1[CH:17]=[C:18]([CH:21]=[C:22]([C:24]([F:27])([F:25])[F:26])[CH:23]=1)[CH2:19][NH:20][CH2:2][CH2:3][C:4]([NH:6][C:7]1[CH:12]=[CH:11][C:10]([Cl:13])=[CH:9][CH:8]=1)=[O:5]. The catalyst class is: 47. (6) Reactant: [Br:1][C:2]1[CH:8]=[CH:7][C:5]([NH2:6])=[C:4]([N+:9]([O-:11])=[O:10])[CH:3]=1.[H-].[Na+].[CH3:14][C:15]([O:18][C:19](O[C:19]([O:18][C:15]([CH3:17])([CH3:16])[CH3:14])=[O:20])=[O:20])([CH3:17])[CH3:16]. Product: [Br:1][C:2]1[CH:8]=[CH:7][C:5]([NH:6][C:19](=[O:20])[O:18][C:15]([CH3:17])([CH3:16])[CH3:14])=[C:4]([N+:9]([O-:11])=[O:10])[CH:3]=1. The catalyst class is: 9.